This data is from Forward reaction prediction with 1.9M reactions from USPTO patents (1976-2016). The task is: Predict the product of the given reaction. (1) Given the reactants [Cl:1][C:2]1[CH:3]=[C:4]([CH:9]=[C:10]([Cl:29])[C:11]=1[C:12]([C:14]1[C:22]2[C:17](=[C:18]([NH:23][C:24]([CH:26]3[CH2:28][CH2:27]3)=[O:25])[N:19]=[CH:20][CH:21]=2)[NH:16][CH:15]=1)=[O:13])[C:5](OC)=[O:6].[BH4-].[Na+], predict the reaction product. The product is: [Cl:1][C:2]1[CH:3]=[C:4]([CH2:5][OH:6])[CH:9]=[C:10]([Cl:29])[C:11]=1[C:12]([C:14]1[C:22]2[C:17](=[C:18]([NH:23][C:24]([CH:26]3[CH2:28][CH2:27]3)=[O:25])[N:19]=[CH:20][CH:21]=2)[NH:16][CH:15]=1)=[O:13]. (2) Given the reactants [CH3:1]COCC.C[Mg]Br.[O:9]=[C:10]1[CH2:14][O:13][CH2:12][CH:11]1[NH:15][C:16](=[O:25])[O:17][CH2:18][C:19]1[CH:24]=[CH:23][CH:22]=[CH:21][CH:20]=1.C, predict the reaction product. The product is: [OH:9][C:10]1([CH3:1])[CH2:14][O:13][CH2:12][CH:11]1[NH:15][C:16](=[O:25])[O:17][CH2:18][C:19]1[CH:20]=[CH:21][CH:22]=[CH:23][CH:24]=1. (3) Given the reactants CN(C)[CH:3]=[O:4].[C:6](=[O:9])([O-])[O-].[K+].[K+].Br[CH2:13][C:14](OC)=[O:15].[C:18]1([OH:34])[C:28]2[CH2:27][CH2:26][C:25]3[CH:29]=[CH:30][CH:31]=[CH:32][C:24]=3[O:23][C:22]=2[CH:21]=[C:20](O)[CH:19]=1, predict the reaction product. The product is: [OH:15][CH2:14][CH2:13][O:34][C:18]1[C:28]2[CH2:27][CH2:26][C:25]3[CH:29]=[CH:30][CH:31]=[CH:32][C:24]=3[O:23][C:22]=2[CH:21]=[C:20]([O:9][CH2:6][CH2:3][OH:4])[CH:19]=1.